Dataset: Reaction yield outcomes from USPTO patents with 853,638 reactions. Task: Predict the reaction yield, written as a fraction of the theoretical maximum amount of product (1.0 means a 100% yield; for example, 0.34 means a 34% yield). (1) The reactants are [NH2:1][C:2]1[CH:3]=[C:4]([CH:16]=[CH:17][CH:18]=1)[O:5][C:6]1[CH:11]=[CH:10][N:9]=[C:8]2[NH:12][C:13](=[O:15])[NH:14][C:7]=12.[F:19][C:20]([F:33])([F:32])[O:21][C:22]1[CH:23]=[C:24]([CH2:28][C:29](Cl)=[O:30])[CH:25]=[CH:26][CH:27]=1. No catalyst specified. The product is [O:15]=[C:13]1[NH:12][C:8]2=[N:9][CH:10]=[CH:11][C:6]([O:5][C:4]3[CH:3]=[C:2]([NH:1][C:29](=[O:30])[CH2:28][C:24]4[CH:25]=[CH:26][CH:27]=[C:22]([O:21][C:20]([F:32])([F:19])[F:33])[CH:23]=4)[CH:18]=[CH:17][CH:16]=3)=[C:7]2[NH:14]1. The yield is 0.235. (2) The reactants are [Cl:1][C:2]1[CH:7]=[CH:6][CH:5]=[C:4]([Si:8]([CH3:11])([CH3:10])[CH3:9])[C:3]=1[N:12]=[C:13]=[O:14].[CH2:15]([NH2:17])[CH3:16].C(OCC)(=O)C. The catalyst is C1(C)C=CC=CC=1. The product is [Cl:1][C:2]1[CH:7]=[CH:6][CH:5]=[C:4]([Si:8]([CH3:10])([CH3:11])[CH3:9])[C:3]=1[NH:12][C:13]([NH:17][CH2:15][CH3:16])=[O:14]. The yield is 0.830. (3) The reactants are [N+:1]([C:4]1[CH:12]=[CH:11][CH:10]=[CH:9][C:5]=1[C:6]([OH:8])=O)([O-:3])=[O:2].O=S(Cl)Cl.[F:17][C:18]1[CH:24]=[CH:23][CH:22]=[CH:21][C:19]=1[NH2:20].C([O-])(O)=O.[Na+]. The catalyst is C1(C)C=CC=CC=1.O1CCOCC1.O. The product is [F:17][C:18]1[CH:24]=[CH:23][CH:22]=[CH:21][C:19]=1[NH:20][C:6](=[O:8])[C:5]1[CH:9]=[CH:10][CH:11]=[CH:12][C:4]=1[N+:1]([O-:3])=[O:2]. The yield is 0.970. (4) The reactants are [CH3:1][C:2]1[C:6]([O:7][C:8]2[CH:15]=[CH:14][C:11]([CH:12]=O)=[CH:10][CH:9]=2)=[C:5]([CH3:16])[N:4]([C:17]2[N:22]=[C:21]([C:23]3[CH:28]=[CH:27][CH:26]=[CH:25][N:24]=3)[CH:20]=[CH:19][N:18]=2)[N:3]=1.[CH2:29]([N:36]1[CH2:41][CH2:40][NH:39][CH2:38][CH2:37]1)[C:30]1[CH:35]=[CH:34][CH:33]=[CH:32][CH:31]=1.C(O[BH-](OC(=O)C)OC(=O)C)(=O)C.[Na+]. The catalyst is ClC(Cl)C.C(Cl)Cl. The product is [CH2:29]([N:36]1[CH2:41][CH2:40][N:39]([CH2:12][C:11]2[CH:14]=[CH:15][C:8]([O:7][C:6]3[C:2]([CH3:1])=[N:3][N:4]([C:17]4[N:22]=[C:21]([C:23]5[CH:28]=[CH:27][CH:26]=[CH:25][N:24]=5)[CH:20]=[CH:19][N:18]=4)[C:5]=3[CH3:16])=[CH:9][CH:10]=2)[CH2:38][CH2:37]1)[C:30]1[CH:31]=[CH:32][CH:33]=[CH:34][CH:35]=1. The yield is 0.230.